This data is from Full USPTO retrosynthesis dataset with 1.9M reactions from patents (1976-2016). The task is: Predict the reactants needed to synthesize the given product. Given the product [CH2:3]([O:5][CH2:6][CH2:7][N:8]1[C:12]2[CH:13]=[CH:14][CH:15]=[CH:16][C:11]=2[N:10]=[C:9]1[N:17]1[CH2:23][CH2:22][CH2:21][N:20]([CH2:24][CH2:25][C@:26]2([C:31]3[CH:36]=[CH:35][CH:34]=[CH:33][CH:32]=3)[CH2:30][CH2:29][N:28]([C:41]([C:40]3[CH:44]=[C:45]([CH:46]=[CH:47][C:39]=3[O:38][CH3:37])[O:48][CH2:49][C:50](=[O:52])[CH3:51])=[O:42])[CH2:27]2)[CH2:19][CH2:18]1)[CH3:4], predict the reactants needed to synthesize it. The reactants are: Cl.Cl.[CH2:3]([O:5][CH2:6][CH2:7][N:8]1[C:12]2[CH:13]=[CH:14][CH:15]=[CH:16][C:11]=2[N:10]=[C:9]1[N:17]1[CH2:23][CH2:22][CH2:21][N:20]([CH2:24][CH2:25][C@:26]2([C:31]3[CH:36]=[CH:35][CH:34]=[CH:33][CH:32]=3)[CH2:30][CH2:29][NH:28][CH2:27]2)[CH2:19][CH2:18]1)[CH3:4].[CH3:37][O:38][C:39]1[CH:47]=[CH:46][C:45]([O:48][CH2:49][C:50](=[O:52])[CH3:51])=[CH:44][C:40]=1[C:41](O)=[O:42].CN(C)CCCN=C=NCC.O.ON1C2C=CC=CC=2N=N1.C(N(C(C)C)CC)(C)C.